From a dataset of Full USPTO retrosynthesis dataset with 1.9M reactions from patents (1976-2016). Predict the reactants needed to synthesize the given product. (1) Given the product [C:1]([O:5][C:6]([N:8]1[CH2:13][CH2:12][CH:11]([CH2:14][Br:17])[CH2:10][CH2:9]1)=[O:7])([CH3:4])([CH3:3])[CH3:2], predict the reactants needed to synthesize it. The reactants are: [C:1]([O:5][C:6]([N:8]1[CH2:13][CH2:12][CH:11]([CH2:14]O)[CH2:10][CH2:9]1)=[O:7])([CH3:4])([CH3:3])[CH3:2].C(Br)(Br)(Br)[Br:17].C1(P(C2C=CC=CC=2)C2C=CC=CC=2)C=CC=CC=1. (2) Given the product [C:18]([C:7]1[C:11]2[CH:12]=[C:13]([O:16][CH3:17])[CH:14]=[CH:15][C:10]=2[O:9][CH:8]=1)([OH:20])=[O:19], predict the reactants needed to synthesize it. The reactants are: C([Li])CCC.Br[C:7]1[C:11]2[CH:12]=[C:13]([O:16][CH3:17])[CH:14]=[CH:15][C:10]=2[O:9][CH:8]=1.[C:18](=[O:20])=[O:19].